This data is from Full USPTO retrosynthesis dataset with 1.9M reactions from patents (1976-2016). The task is: Predict the reactants needed to synthesize the given product. (1) Given the product [CH3:1][C:2]1[CH:7]=[CH:6][C:5]([S:8]([N:11]2[C:19]3[C:14](=[CH:15][CH:16]=[CH:17][CH:18]=3)[C:13]([C:24]3[N:29]=[C:28]([NH2:30])[N:27]=[C:26]([NH:31][CH:32]([CH3:34])[CH3:33])[CH:25]=3)=[CH:12]2)(=[O:10])=[O:9])=[CH:4][CH:3]=1, predict the reactants needed to synthesize it. The reactants are: [CH3:1][C:2]1[CH:7]=[CH:6][C:5]([S:8]([N:11]2[C:19]3[C:14](=[CH:15][CH:16]=[CH:17][CH:18]=3)[C:13](B(O)O)=[CH:12]2)(=[O:10])=[O:9])=[CH:4][CH:3]=1.Cl[C:24]1[N:29]=[C:28]([NH2:30])[N:27]=[C:26]([NH:31][CH:32]([CH3:34])[CH3:33])[CH:25]=1. (2) Given the product [Br:24][CH2:22][C:21]([C:7]1[CH:8]=[C:9]([O:11][CH2:12][CH2:13][OH:14])[CH:10]=[C:5]([C:1]([CH3:4])([CH3:3])[CH3:2])[CH:6]=1)=[O:23], predict the reactants needed to synthesize it. The reactants are: [C:1]([C:5]1[CH:6]=[C:7]([C:21](=[O:23])[CH3:22])[CH:8]=[C:9]([O:11][CH2:12][CH2:13][O:14]C2CCCCO2)[CH:10]=1)([CH3:4])([CH3:3])[CH3:2].[Br-:24].[Br-].[Br-].C1([N+](C)(C)C)C=CC=CC=1.C1([N+](C)(C)C)C=CC=CC=1.C1([N+](C)(C)C)C=CC=CC=1.C(O)(=O)CC(CC(O)=O)(C(O)=O)O.CC(=O)OCC. (3) Given the product [Cl:11][C:12]1[CH:13]=[C:14]([C:18]2[CH:19]=[C:20]([OH:21])[N:1]([C:3]3[CH:8]=[C:7]([C:9]#[N:10])[CH:6]=[CH:5][N:4]=3)[N:2]=2)[CH:15]=[CH:16][CH:17]=1, predict the reactants needed to synthesize it. The reactants are: [NH:1]([C:3]1[CH:8]=[C:7]([C:9]#[N:10])[CH:6]=[CH:5][N:4]=1)[NH2:2].[Cl:11][C:12]1[CH:13]=[C:14]([C:18](=O)[CH2:19][C:20](OCC)=[O:21])[CH:15]=[CH:16][CH:17]=1. (4) Given the product [OH:17][C:14]1[CH:13]=[CH:12][C:11]([C:8]2[O:9][C:10]3[C:2]([CH:33]=[CH2:34])=[CH:3][C:4]([OH:25])=[CH:5][C:6]=3[CH:7]=2)=[CH:16][CH:15]=1, predict the reactants needed to synthesize it. The reactants are: Br[C:2]1[C:10]2[O:9][C:8]([C:11]3[CH:16]=[CH:15][C:14]([O:17][Si](C(C)(C)C)(C)C)=[CH:13][CH:12]=3)=[CH:7][C:6]=2[CH:5]=[C:4]([O:25][Si](C(C)(C)C)(C)C)[CH:3]=1.[CH2:33]([Sn](CCCC)(CCCC)C=C)[CH2:34]CC.C1(C)C=CC=CC=1P(C1C=CC=CC=1C)C1C=CC=CC=1C.C(C1C2OC=CC=2C=CC=1)=C.[F-].C([N+](CCCC)(CCCC)CCCC)CCC.